Dataset: Reaction yield outcomes from USPTO patents with 853,638 reactions. Task: Predict the reaction yield, written as a fraction of the theoretical maximum amount of product (1.0 means a 100% yield; for example, 0.34 means a 34% yield). (1) The reactants are C([Li])CCC.C(N(CC)C(C)C)(C)C.[O:15]1[CH2:20][CH2:19][CH:18]([CH2:21][C:22]([O:24][CH3:25])=[O:23])[CH2:17][CH2:16]1.Cl[Si](C)(C)C.[Br:31]N1C(=O)CCC1=O. The catalyst is O1CCCC1. The product is [Br:31][CH:21]([CH:18]1[CH2:19][CH2:20][O:15][CH2:16][CH2:17]1)[C:22]([O:24][CH3:25])=[O:23]. The yield is 0.400. (2) The reactants are [CH3:1][N:2]1[CH2:7][CH2:6][N:5]([C:8]2[CH:9]=[C:10]([NH:14][C:15]3[N:20]=[C:19]([CH2:21][CH2:22][C:23]4[CH:24]=[C:25]([CH:29]=[CH:30][CH:31]=4)[C:26]([OH:28])=O)[C:18]([C:32]([F:35])([F:34])[F:33])=[CH:17][N:16]=3)[CH:11]=[CH:12][CH:13]=2)[CH2:4][CH2:3]1.C[N:37](C(ON1N=NC2C=CC=NC1=2)=[N+](C)C)C.F[P-](F)(F)(F)(F)F.CCN(C(C)C)C(C)C.[NH4+].[OH-]. The catalyst is CN(C=O)C.O. The product is [CH3:1][N:2]1[CH2:7][CH2:6][N:5]([C:8]2[CH:9]=[C:10]([NH:14][C:15]3[N:20]=[C:19]([CH2:21][CH2:22][C:23]4[CH:24]=[C:25]([CH:29]=[CH:30][CH:31]=4)[C:26]([NH2:37])=[O:28])[C:18]([C:32]([F:35])([F:34])[F:33])=[CH:17][N:16]=3)[CH:11]=[CH:12][CH:13]=2)[CH2:4][CH2:3]1. The yield is 0.580.